This data is from Forward reaction prediction with 1.9M reactions from USPTO patents (1976-2016). The task is: Predict the product of the given reaction. Given the reactants [CH3:1][N:2]([CH3:13])[CH2:3][C:4]1[C:12]2[C:7](=[N:8][CH:9]=[CH:10][CH:11]=2)[NH:6][CH:5]=1.CN(C)C=O.[H-].[Na+].[CH:21]([Si:24](Cl)([CH:28]([CH3:30])[CH3:29])[CH:25]([CH3:27])[CH3:26])([CH3:23])[CH3:22], predict the reaction product. The product is: [CH3:1][N:2]([CH3:13])[CH2:3][C:4]1[C:12]2[C:7](=[N:8][CH:9]=[CH:10][CH:11]=2)[N:6]([Si:24]([CH:28]([CH3:30])[CH3:29])([CH:25]([CH3:27])[CH3:26])[CH:21]([CH3:23])[CH3:22])[CH:5]=1.